Dataset: Forward reaction prediction with 1.9M reactions from USPTO patents (1976-2016). Task: Predict the product of the given reaction. (1) Given the reactants [NH2:1][C:2]1[C:3]2[C:10]([C:11]3[CH:16]=[CH:15][CH:14]=[C:13]([O:17][CH2:18][CH:19]4[CH2:24]C[CH2:22][CH2:21][O:20]4)[CH:12]=3)=[CH:9][N:8]([C@@H:25]3[CH2:28][C@H:27]([CH2:29][OH:30])[CH2:26]3)[C:4]=2[N:5]=[CH:6][N:7]=1.NC1C2C(I)=CN([C@H]3C[C@H](CO)C3)C=2N=CN=1.O1CCCC1COC1C=C(B2OC(C)(C)C(C)(C)O2)C=CC=1, predict the reaction product. The product is: [NH2:1][C:2]1[C:3]2[C:10]([C:11]3[CH:16]=[CH:15][CH:14]=[C:13]([O:17][CH2:18][CH:19]4[CH2:24][CH2:22][CH2:21][O:20]4)[CH:12]=3)=[CH:9][N:8]([C@H:25]3[CH2:26][C@H:27]([CH2:29][OH:30])[CH2:28]3)[C:4]=2[N:5]=[CH:6][N:7]=1. (2) Given the reactants [OH:1][C:2]1[CH:9]=[C:8]([O:10][CH2:11][CH2:12][C:13]2[N:14]=[C:15]([C:19]3[CH:24]=[CH:23][CH:22]=[CH:21][CH:20]=3)[O:16][C:17]=2[CH3:18])[CH:7]=[CH:6][C:3]=1[CH:4]=[O:5].N1C=CN=C1.[C:30]([Si:36]([CH3:39])([CH3:38])Cl)([CH:33]([CH3:35])[CH3:34])([CH3:32])[CH3:31], predict the reaction product. The product is: [CH3:38][Si:36]([CH3:39])([C:30]([CH3:32])([CH3:31])[CH:33]([CH3:35])[CH3:34])[O:1][C:2]1[CH:9]=[C:8]([O:10][CH2:11][CH2:12][C:13]2[N:14]=[C:15]([C:19]3[CH:24]=[CH:23][CH:22]=[CH:21][CH:20]=3)[O:16][C:17]=2[CH3:18])[CH:7]=[CH:6][C:3]=1[CH:4]=[O:5]. (3) The product is: [F:1][C:2]1[CH:31]=[CH:30][CH:29]=[C:28]([F:32])[C:3]=1[C:4]([N:6]1[C:7](=[O:8])[N:9]([C:10]2[CH:15]=[CH:14][C:13]([S:16][C:17]([F:26])([C:22]([F:24])([F:23])[F:25])[C:18]([F:20])([F:19])[F:21])=[CH:12][C:11]=2[F:27])[CH2:39][O:38][CH2:36]1)=[O:5]. Given the reactants [F:1][C:2]1[CH:31]=[CH:30][CH:29]=[C:28]([F:32])[C:3]=1[C:4]([NH:6][C:7]([NH:9][C:10]1[CH:15]=[CH:14][C:13]([S:16][C:17]([F:26])([C:22]([F:25])([F:24])[F:23])[C:18]([F:21])([F:20])[F:19])=[CH:12][C:11]=1[F:27])=[O:8])=[O:5].[OH-].[Na+].Cl[CH:36]([O:38][CH:39](Cl)Cl)Cl.[Cl-].[NH4+], predict the reaction product. (4) Given the reactants [Mg].Br[C:3]1[CH:8]=[CH:7][C:6]([Br:9])=[CH:5][CH:4]=1.II.[CH3:12][N:13]1[CH2:18][CH2:17][C:16](=[O:19])[CH2:15][CH2:14]1.[Cl-].[NH4+], predict the reaction product. The product is: [Br:9][C:6]1[CH:7]=[CH:8][C:3]([C:16]2([OH:19])[CH2:17][CH2:18][N:13]([CH3:12])[CH2:14][CH2:15]2)=[CH:4][CH:5]=1. (5) Given the reactants Cl[C:2]1[C:7]([C:8]([NH:10][C@H:11]([C:13]2[CH:25]=[CH:24][C:16]([C:17]([O:19]C(C)(C)C)=[O:18])=[CH:15][CH:14]=2)[CH3:12])=[O:9])=[CH:6][C:5]([Cl:26])=[CH:4][N:3]=1.[CH:27]1[C:32]([OH:33])=[CH:31][CH:30]=[CH:29][C:28]=1[CH3:34], predict the reaction product. The product is: [Cl:26][C:5]1[CH:6]=[C:7]([C:8]([NH:10][C@H:11]([C:13]2[CH:14]=[CH:15][C:16]([C:17]([OH:19])=[O:18])=[CH:24][CH:25]=2)[CH3:12])=[O:9])[C:2]([O:33][C:32]2[CH:31]=[CH:30][CH:29]=[C:28]([CH3:34])[CH:27]=2)=[N:3][CH:4]=1. (6) Given the reactants [F:1][C:2]1([F:18])[CH2:7][CH2:6][CH2:5][C@@H:4]([NH:8][C@@H](C2C=CC=CC=2)C)[C@@H:3]1[OH:17], predict the reaction product. The product is: [NH2:8][C@H:4]1[C@H:3]([OH:17])[C:2]([F:18])([F:1])[CH2:7][CH2:6][CH2:5]1.